From a dataset of Catalyst prediction with 721,799 reactions and 888 catalyst types from USPTO. Predict which catalyst facilitates the given reaction. (1) Reactant: [F:1][C:2]([F:15])([F:14])[C:3]1[C:12]2[C:7](=[C:8]([NH2:13])[CH:9]=[CH:10][CH:11]=2)[N:6]=[CH:5][CH:4]=1.[Cl:16][C:17]1[CH:22]=[CH:21][C:20]([S:23](Cl)(=[O:25])=[O:24])=[C:19]([N+:27]([O-:29])=[O:28])[CH:18]=1.N1C=CC=CC=1. Product: [Cl:16][C:17]1[CH:22]=[CH:21][C:20]([S:23]([NH:13][C:8]2[CH:9]=[CH:10][CH:11]=[C:12]3[C:7]=2[N:6]=[CH:5][CH:4]=[C:3]3[C:2]([F:1])([F:14])[F:15])(=[O:25])=[O:24])=[C:19]([N+:27]([O-:29])=[O:28])[CH:18]=1. The catalyst class is: 79. (2) Reactant: [CH3:1][N:2]1[C:6]2=[CH:7][N:8]=[CH:9][C:10]([C:11]#[C:12][C:13]3[CH:14]=[C:15]([NH2:19])[CH:16]=[CH:17][CH:18]=3)=[C:5]2[CH:4]=[N:3]1.[CH3:20][N:21]1[CH2:26][CH2:25][N:24]([CH2:27][C:28]2[CH:33]=[CH:32][C:31]([NH2:34])=[CH:30][C:29]=2[C:35]([F:38])([F:37])[F:36])[CH2:23][CH2:22]1.Cl[C:40](Cl)([O:42]C(=O)OC(Cl)(Cl)Cl)Cl. Product: [CH3:20][N:21]1[CH2:26][CH2:25][N:24]([CH2:27][C:28]2[CH:33]=[CH:32][C:31]([NH:34][C:40]([NH:19][C:15]3[CH:16]=[CH:17][CH:18]=[C:13]([C:12]#[C:11][C:10]4[CH:9]=[N:8][CH:7]=[C:6]5[N:2]([CH3:1])[N:3]=[CH:4][C:5]=45)[CH:14]=3)=[O:42])=[CH:30][C:29]=2[C:35]([F:38])([F:36])[F:37])[CH2:23][CH2:22]1. The catalyst class is: 10.